This data is from Full USPTO retrosynthesis dataset with 1.9M reactions from patents (1976-2016). The task is: Predict the reactants needed to synthesize the given product. (1) Given the product [N:24]1([NH:23][C:20]([C:11]2[CH:12]=[C:13]([C:14]3[CH:15]=[CH:16][CH:17]=[CH:18][CH:19]=3)[N:9]([C:6]3[CH:7]=[N:8][C:3]([O:2][CH3:1])=[CH:4][CH:5]=3)[N:10]=2)=[O:21])[CH2:29][CH2:28][CH2:27][CH2:26][CH2:25]1, predict the reactants needed to synthesize it. The reactants are: [CH3:1][O:2][C:3]1[N:8]=[CH:7][C:6]([N:9]2[C:13]([C:14]3[CH:19]=[CH:18][CH:17]=[CH:16][CH:15]=3)=[CH:12][C:11]([C:20](O)=[O:21])=[N:10]2)=[CH:5][CH:4]=1.[NH2:23][N:24]1[CH2:29][CH2:28][CH2:27][CH2:26][CH2:25]1. (2) The reactants are: [O:1]1[CH:5]=[CH:4][CH:3]=[C:2]1[C:6]([NH:8][C:9]1[CH:10]=[C:11]([C:15]2[C:23]3[C:18](=[CH:19][CH:20]=[C:21]([C:24]([NH2:26])=[O:25])[CH:22]=3)[N:17](C3CCCCO3)[N:16]=2)[CH:12]=[CH:13][CH:14]=1)=[O:7]. Given the product [O:1]1[CH:5]=[CH:4][CH:3]=[C:2]1[C:6]([NH:8][C:9]1[CH:10]=[C:11]([C:15]2[C:23]3[C:18](=[CH:19][CH:20]=[C:21]([C:24]([NH2:26])=[O:25])[CH:22]=3)[NH:17][N:16]=2)[CH:12]=[CH:13][CH:14]=1)=[O:7], predict the reactants needed to synthesize it. (3) Given the product [Br:14][C:9]1[CH:8]=[C:3]2[C:2](=[CH:11][C:10]=1[O:12][CH3:13])[N:1]=[CH:20][NH:22][C:4]2=[O:5], predict the reactants needed to synthesize it. The reactants are: [NH2:1][C:2]1[CH:11]=[C:10]([O:12][CH3:13])[C:9]([Br:14])=[CH:8][C:3]=1[C:4](OC)=[O:5].C([O-])=O.[NH4+].O.[CH:20]([NH2:22])=O. (4) Given the product [F:1][C:2]([F:16])([F:17])[C:3]1[C:8]([C:9]([F:10])([F:12])[F:11])=[CH:7][CH:6]=[CH:5][C:4]=1[NH2:13], predict the reactants needed to synthesize it. The reactants are: [F:1][C:2]([F:17])([F:16])[C:3]1[C:8]([C:9]([F:12])([F:11])[F:10])=[CH:7][CH:6]=[CH:5][C:4]=1[N+:13]([O-])=O. (5) Given the product [OH-:4].[NH4+:15].[CH2:8]([N:15]1[CH2:23][CH2:22][CH2:21][C:17]2([CH2:20][N:19]([C:35]3[C:36]4[CH2:46][CH2:45][CH2:44][C:43]5[CH:47]=[CH:48][CH:49]=[CH:50][C:42]=5[C:37]=4[N:38]=[C:39]([NH2:41])[N:40]=3)[CH2:18]2)[CH2:16]1)[C:9]1[CH:10]=[CH:11][CH:12]=[CH:13][CH:14]=1, predict the reactants needed to synthesize it. The reactants are: FC(F)(F)C(O)=[O:4].[CH2:8]([N:15]1[CH2:23][CH2:22][CH2:21][C:17]2([CH2:20][NH:19][CH2:18]2)[CH2:16]1)[C:9]1[CH:14]=[CH:13][CH:12]=[CH:11][CH:10]=1.CC1C=CC(S(O[C:35]2[C:36]3[CH2:46][CH2:45][CH2:44][C:43]4[CH:47]=[CH:48][CH:49]=[CH:50][C:42]=4[C:37]=3[N:38]=[C:39]([NH2:41])[N:40]=2)(=O)=O)=CC=1.C(N(CC)C(C)C)(C)C. (6) The reactants are: [C:1]([O-])(=[O:3])C.[NH4+].[NH2:6][C:7]1[CH:11]=[CH:10][S:9][C:8]=1[C:12]([O:14][CH3:15])=[O:13]. Given the product [CH:1]([NH:6][C:7]1[CH:11]=[CH:10][S:9][C:8]=1[C:12]([O:14][CH3:15])=[O:13])=[O:3], predict the reactants needed to synthesize it. (7) Given the product [CH3:8][C:4]1[CH:5]=[CH:6][CH:7]=[C:2]([CH3:1])[C:3]=1[C:9]1[CH:14]=[CH:13][CH:12]=[C:11]([CH2:15][N:16]([CH3:31])[C:17]2[CH:18]=[CH:19][C:20]([CH2:23][CH2:24][C:25]([O:27][CH3:28])=[O:26])=[CH:21][CH:22]=2)[CH:10]=1, predict the reactants needed to synthesize it. The reactants are: [CH3:1][C:2]1[CH:7]=[CH:6][CH:5]=[C:4]([CH3:8])[C:3]=1[C:9]1[CH:14]=[CH:13][CH:12]=[C:11]([CH2:15][NH:16][C:17]2[CH:22]=[CH:21][C:20]([CH2:23][CH2:24][C:25]([O:27][CH3:28])=[O:26])=[CH:19][CH:18]=2)[CH:10]=1.IC.[C:31](=O)([O-])[O-].[K+].[K+].